From a dataset of HIV replication inhibition screening data with 41,000+ compounds from the AIDS Antiviral Screen. Binary Classification. Given a drug SMILES string, predict its activity (active/inactive) in a high-throughput screening assay against a specified biological target. (1) The result is 0 (inactive). The drug is S=C1NC2=C(CSCC2=Cc2cccc(Br)c2)C(c2cccc(Br)c2)N1. (2) The compound is CCC(C)C(NC(=O)C(CCC(N)=O)NC(=O)C1CCCN1)C(=O)NC(C(=O)NC(CC(C)C)C(=O)O)C(C)O. The result is 0 (inactive). (3) The compound is CC(=NNC(N)=O)c1ccc(Cl)cc1. The result is 0 (inactive). (4) The result is 0 (inactive). The molecule is O=C(CC1CCCN2CCCCC12)N1c2ccccc2Sc2ccc(Cl)cc21. (5) The compound is c1ccc2sc(SSSSc3nc4ccccc4s3)nc2c1. The result is 0 (inactive).